Dataset: NCI-60 drug combinations with 297,098 pairs across 59 cell lines. Task: Regression. Given two drug SMILES strings and cell line genomic features, predict the synergy score measuring deviation from expected non-interaction effect. (1) Drug 1: C1=NC2=C(N=C(N=C2N1C3C(C(C(O3)CO)O)O)F)N. Drug 2: CC1C(C(CC(O1)OC2CC(CC3=C2C(=C4C(=C3O)C(=O)C5=C(C4=O)C(=CC=C5)OC)O)(C(=O)CO)O)N)O.Cl. Cell line: A498. Synergy scores: CSS=11.7, Synergy_ZIP=-2.42, Synergy_Bliss=3.10, Synergy_Loewe=-12.1, Synergy_HSA=-0.692. (2) Drug 1: C(CC(=O)O)C(=O)CN.Cl. Drug 2: N.N.Cl[Pt+2]Cl. Cell line: NCIH23. Synergy scores: CSS=60.3, Synergy_ZIP=-3.59, Synergy_Bliss=-3.70, Synergy_Loewe=-1.83, Synergy_HSA=0.909. (3) Drug 1: CC1=CC2C(CCC3(C2CCC3(C(=O)C)OC(=O)C)C)C4(C1=CC(=O)CC4)C. Drug 2: C1C(C(OC1N2C=C(C(=O)NC2=O)F)CO)O. Cell line: 786-0. Synergy scores: CSS=2.58, Synergy_ZIP=-3.86, Synergy_Bliss=-7.05, Synergy_Loewe=-17.9, Synergy_HSA=-8.31. (4) Cell line: 786-0. Drug 1: C1CC(C1)(C(=O)O)C(=O)O.[NH2-].[NH2-].[Pt+2]. Drug 2: CC=C1C(=O)NC(C(=O)OC2CC(=O)NC(C(=O)NC(CSSCCC=C2)C(=O)N1)C(C)C)C(C)C. Synergy scores: CSS=13.3, Synergy_ZIP=-2.87, Synergy_Bliss=0.902, Synergy_Loewe=-8.12, Synergy_HSA=0.553. (5) Cell line: OVCAR-5. Drug 1: C1CC(=O)NC(=O)C1N2CC3=C(C2=O)C=CC=C3N. Synergy scores: CSS=1.59, Synergy_ZIP=-4.88, Synergy_Bliss=-7.02, Synergy_Loewe=-5.73, Synergy_HSA=-5.55. Drug 2: C1CN1P(=S)(N2CC2)N3CC3. (6) Drug 1: CS(=O)(=O)OCCCCOS(=O)(=O)C. Drug 2: C1CN(P(=O)(OC1)NCCCl)CCCl. Cell line: SN12C. Synergy scores: CSS=4.36, Synergy_ZIP=-0.703, Synergy_Bliss=0.824, Synergy_Loewe=-3.38, Synergy_HSA=-1.79. (7) Drug 1: CC1=C(C=C(C=C1)NC(=O)C2=CC=C(C=C2)CN3CCN(CC3)C)NC4=NC=CC(=N4)C5=CN=CC=C5. Drug 2: C1=CC=C(C(=C1)C(C2=CC=C(C=C2)Cl)C(Cl)Cl)Cl. Cell line: COLO 205. Synergy scores: CSS=7.66, Synergy_ZIP=-3.15, Synergy_Bliss=-4.22, Synergy_Loewe=1.95, Synergy_HSA=-4.52.